Regression. Given a peptide amino acid sequence and an MHC pseudo amino acid sequence, predict their binding affinity value. This is MHC class I binding data. From a dataset of Peptide-MHC class I binding affinity with 185,985 pairs from IEDB/IMGT. The peptide sequence is DLTCNSTVTSL. The MHC is Mamu-A07 with pseudo-sequence Mamu-A07. The binding affinity (normalized) is 0.